Task: Predict the product of the given reaction.. Dataset: Forward reaction prediction with 1.9M reactions from USPTO patents (1976-2016) (1) Given the reactants C(OC([N:8]([CH2:33][C@@H:34]([C:36]1[CH:41]=[CH:40][CH:39]=[C:38]([Cl:42])[CH:37]=1)[OH:35])[CH2:9][CH2:10][C:11]1[CH:32]=[CH:31][C:14]([O:15][C:16]2[CH:30]=[CH:29][C:19]([O:20][CH2:21][C:22]([O:24]C(C)(C)C)=[O:23])=[CH:18][CH:17]=2)=[CH:13][CH:12]=1)=O)(C)(C)C.Cl, predict the reaction product. The product is: [ClH:42].[Cl:42][C:38]1[CH:37]=[C:36]([C@@H:34]([OH:35])[CH2:33][NH:8][CH2:9][CH2:10][C:11]2[CH:12]=[CH:13][C:14]([O:15][C:16]3[CH:17]=[CH:18][C:19]([O:20][CH2:21][C:22]([OH:24])=[O:23])=[CH:29][CH:30]=3)=[CH:31][CH:32]=2)[CH:41]=[CH:40][CH:39]=1. (2) The product is: [CH3:16][CH:10]([C:9]([C:6]1[CH:5]=[CH:4][C:3]([S:2][CH3:1])=[CH:8][CH:7]=1)=[O:15])[C:11]([O:13][CH3:14])=[O:12]. Given the reactants [CH3:1][S:2][C:3]1[CH:8]=[CH:7][C:6]([C:9](=[O:15])[CH2:10][C:11]([O:13][CH3:14])=[O:12])=[CH:5][CH:4]=1.[C:16](=O)([O-])[O-].[K+].[K+].CI.O, predict the reaction product. (3) Given the reactants [CH2:1]([O:3][C:4](=[O:23])[C:5]1[C:10](Cl)=[CH:9][C:8]([C:12]2[C:17]([CH2:18][CH3:19])=[CH:16][CH:15]=[CH:14][C:13]=2[CH2:20][CH3:21])=[N:7][C:6]=1[CH3:22])[CH3:2].[CH3:24][S-:25].[Na+].O, predict the reaction product. The product is: [CH2:1]([O:3][C:4](=[O:23])[C:5]1[C:10]([S:25][CH3:24])=[CH:9][C:8]([C:12]2[C:17]([CH2:18][CH3:19])=[CH:16][CH:15]=[CH:14][C:13]=2[CH2:20][CH3:21])=[N:7][C:6]=1[CH3:22])[CH3:2]. (4) Given the reactants Cl[C:2]1[N:17]=[CH:16][C:15]([F:18])=[CH:14][C:3]=1[C:4]([NH:6][C@H:7]1[CH2:12][CH2:11][C@H:10]([OH:13])[CH2:9][CH2:8]1)=[O:5].[CH3:19][S:20][C:21]1[CH:26]=[CH:25][C:24]([OH:27])=[CH:23][C:22]=1[CH3:28].C(=O)([O-])[O-].[Cs+].[Cs+], predict the reaction product. The product is: [F:18][C:15]1[CH:16]=[N:17][C:2]([O:27][C:24]2[CH:25]=[CH:26][C:21]([S:20][CH3:19])=[C:22]([CH3:28])[CH:23]=2)=[C:3]([CH:14]=1)[C:4]([NH:6][C@H:7]1[CH2:12][CH2:11][C@H:10]([OH:13])[CH2:9][CH2:8]1)=[O:5]. (5) Given the reactants [NH2:1][CH:2]([CH2:6][CH3:7])[C:3]([OH:5])=[O:4].Cl[Si](C)(C)C.C(N(C(C)C)CC)(C)C.[Cl:22][C:23]1[CH:31]=[CH:30][CH:29]=[CH:28][C:24]=1[C:25](Cl)=[O:26], predict the reaction product. The product is: [Cl:22][C:23]1[CH:31]=[CH:30][CH:29]=[CH:28][C:24]=1[C:25]([NH:1][CH:2]([CH2:6][CH3:7])[C:3]([OH:5])=[O:4])=[O:26].